From a dataset of Catalyst prediction with 721,799 reactions and 888 catalyst types from USPTO. Predict which catalyst facilitates the given reaction. (1) Reactant: [CH2:1]([S:8][C:9]1[CH:18]=[C:17]2[C:12]([C:13](=O)[NH:14][CH:15]=[N:16]2)=[CH:11][CH:10]=1)[C:2]1[CH:7]=[CH:6][CH:5]=[CH:4][CH:3]=1.O=P(Cl)(Cl)[Cl:22].CCN(C(C)C)C(C)C. Product: [CH2:1]([S:8][C:9]1[CH:18]=[C:17]2[C:12]([C:13]([Cl:22])=[N:14][CH:15]=[N:16]2)=[CH:11][CH:10]=1)[C:2]1[CH:7]=[CH:6][CH:5]=[CH:4][CH:3]=1. The catalyst class is: 26. (2) Reactant: [C:1]1([C:8]2[CH:13]=[CH:12][CH:11]=[CH:10][CH:9]=2)[CH:6]=[CH:5][C:4]([NH2:7])=[CH:3][CH:2]=1.Br[C:15]1[CH:20]=[CH:19][C:18]([C:21]2[CH:22]=[CH:23][C:24]3[N:25](C4C=CC=CC=4)[C:26]4[C:31](C=3[CH:33]=2)=[CH:30][CH:29]=[CH:28][CH:27]=4)=[CH:17][CH:16]=1.[CH3:40][C:41]([CH3:44])([O-])[CH3:42].[Na+].[CH3:46][C:47]1C=CC=C[C:52]=1C. Product: [C:26]1([N:25]2[C:24]3[CH:23]=[CH:22][C:21]([C:18]4[CH:17]=[CH:16][C:15]([NH:7][C:4]5[CH:3]=[CH:2][C:1]([C:8]6[CH:13]=[CH:12][CH:11]=[CH:10][CH:9]=6)=[CH:6][CH:5]=5)=[CH:20][CH:19]=4)=[CH:33][C:44]=3[C:41]3[C:42]2=[CH:46][CH:47]=[CH:52][CH:40]=3)[CH:27]=[CH:28][CH:29]=[CH:30][CH:31]=1. The catalyst class is: 318. (3) Reactant: [CH3:1][C:2]1[CH:3]=[C:4]([CH:26]=[CH:27][C:28]=1[N+:29]([O-])=O)[O:5][C:6]1[CH:11]=[CH:10][N:9]=[C:8]([NH:12][C:13]2[CH:18]=[CH:17][C:16]([N:19]3[CH2:24][CH2:23][N:22]([CH3:25])[CH2:21][CH2:20]3)=[CH:15][CH:14]=2)[N:7]=1. Product: [NH2:29][C:28]1[CH:27]=[CH:26][C:4]([O:5][C:6]2[CH:11]=[CH:10][N:9]=[C:8]([NH:12][C:13]3[CH:18]=[CH:17][C:16]([N:19]4[CH2:20][CH2:21][N:22]([CH3:25])[CH2:23][CH2:24]4)=[CH:15][CH:14]=3)[N:7]=2)=[CH:3][C:2]=1[CH3:1]. The catalyst class is: 5.